Dataset: Forward reaction prediction with 1.9M reactions from USPTO patents (1976-2016). Task: Predict the product of the given reaction. (1) Given the reactants [C:1]([C:5]1[CH:23]=[C:8]2[N:9]=[C:10]([CH3:22])[C:11]([CH:14]([CH2:19][CH2:20][CH3:21])[C:15]([O:17][CH3:18])=[O:16])=[C:12](Cl)[N:7]2[N:6]=1)([CH3:4])([CH3:3])[CH3:2].[Cl:24][C:25]1[CH:30]=[C:29]([CH3:31])[CH:28]=[CH:27][C:26]=1B(O)O.C(N(C(C)C)CC)(C)C, predict the reaction product. The product is: [C:1]([C:5]1[CH:23]=[C:8]2[N:9]=[C:10]([CH3:22])[C:11]([CH:14]([CH2:19][CH2:20][CH3:21])[C:15]([O:17][CH3:18])=[O:16])=[C:12]([C:26]3[CH:27]=[CH:28][C:29]([CH3:31])=[CH:30][C:25]=3[Cl:24])[N:7]2[N:6]=1)([CH3:4])([CH3:3])[CH3:2]. (2) Given the reactants [N+:1]([C:4]1[CH:9]=[CH:8][C:7]([C@@H:10]([CH3:13])[CH2:11][NH2:12])=[CH:6][CH:5]=1)([O-:3])=[O:2].C(N(CC)CC)C.[CH:21]([S:24](Cl)(=[O:26])=[O:25])([CH3:23])[CH3:22], predict the reaction product. The product is: [N+:1]([C:4]1[CH:5]=[CH:6][C:7]([C@@H:10]([CH3:13])[CH2:11][NH:12][S:24]([CH:21]([CH3:23])[CH3:22])(=[O:26])=[O:25])=[CH:8][CH:9]=1)([O-:3])=[O:2].